Predict the product of the given reaction. From a dataset of Forward reaction prediction with 1.9M reactions from USPTO patents (1976-2016). (1) Given the reactants C[O:2][C:3]([C:5]1[CH:14]=[C:13]([O:15]COCC[Si](C)(C)C)[C:12]2[C:7](=[C:8]([Br:26])[CH:9]=[C:10]([O:24][CH3:25])[CH:11]=2)[N:6]=1)=[O:4].O1CCCC1.O.O.[OH-].[Li+], predict the reaction product. The product is: [Br:26][C:8]1[CH:9]=[C:10]([O:24][CH3:25])[CH:11]=[C:12]2[C:7]=1[NH:6][C:5]([C:3]([OH:4])=[O:2])=[CH:14][C:13]2=[O:15]. (2) Given the reactants [NH2:1][CH2:2][CH2:3][N:4]([CH2:7][CH2:8][NH:9][C:10]1[CH:15]=[CH:14][CH:13]=[C:12]([Br:16])[N:11]=1)[CH2:5][CH3:6].C(N(CCN[C:33]([C:35]1[CH:44]=[N:43][C:42]2[C:37](=[CH:38][CH:39]=[C:40]([I:45])[CH:41]=2)[N:36]=1)=[O:34])CCOC1C(F)=NC=CC=1)C, predict the reaction product. The product is: [Br:16][C:12]1[N:11]=[C:10]([NH:9][CH2:8][CH2:7][N:4]([CH2:3][CH2:2][NH:1][C:33]([C:35]2[CH:44]=[N:43][C:42]3[C:37](=[CH:38][CH:39]=[C:40]([I:45])[CH:41]=3)[N:36]=2)=[O:34])[CH2:5][CH3:6])[CH:15]=[CH:14][CH:13]=1.